This data is from Full USPTO retrosynthesis dataset with 1.9M reactions from patents (1976-2016). The task is: Predict the reactants needed to synthesize the given product. (1) Given the product [NH2:1][C:2]1[N:7]=[CH:6][C:5]([NH:8][C:9]([C:11]2[CH:12]=[C:13]([CH:18]=[CH:19][C:20]=2[CH3:21])[C:14]([OH:16])=[O:15])=[O:10])=[CH:4][CH:3]=1, predict the reactants needed to synthesize it. The reactants are: [NH2:1][C:2]1[N:7]=[CH:6][C:5]([NH:8][C:9]([C:11]2[CH:12]=[C:13]([CH:18]=[CH:19][C:20]=2[CH3:21])[C:14]([O:16]C)=[O:15])=[O:10])=[CH:4][CH:3]=1.O.[OH-].[Li+]. (2) Given the product [CH:43]1([C:41]2[CH:40]=[CH:39][N:38]=[C:37]([NH:36][C:31]3[CH:30]=[C:29]([C:15]4[CH:19]=[N:18][N:17]([CH2:25][C@@H:24]([OH:26])[C:23]([OH:22])=[O:27])[CH:16]=4)[CH:34]=[C:33]([CH3:35])[CH:32]=3)[N:42]=2)[CH2:45][CH2:44]1, predict the reactants needed to synthesize it. The reactants are: C(=O)([O-])[O-].[Cs+].[Cs+].CC1(C)C(C)(C)OB([C:15]2[CH:16]=[N:17][NH:18][CH:19]=2)O1.C[O:22][C:23](=[O:27])[C@@H:24]1[O:26][CH2:25]1.Br[C:29]1[CH:30]=[C:31]([NH:36][C:37]2[N:42]=[C:41]([CH:43]3[CH2:45][CH2:44]3)[CH:40]=[CH:39][N:38]=2)[CH:32]=[C:33]([CH3:35])[CH:34]=1.C(=O)([O-])[O-].[Na+].[Na+]. (3) Given the product [CH3:1][O:2][C:3]([C:5]1[N:9]([CH3:10])[N:8]=[C:7]([C:11]([N:22]=[N+:23]=[N-:24])=[O:13])[CH:6]=1)=[O:4], predict the reactants needed to synthesize it. The reactants are: [CH3:1][O:2][C:3]([C:5]1[N:9]([CH3:10])[N:8]=[C:7]([C:11]([OH:13])=O)[CH:6]=1)=[O:4].S(Cl)(Cl)=O.CC(C)=O.[N-:22]=[N+:23]=[N-:24].[Na+]. (4) Given the product [Cl:17][CH2:18][CH2:19][CH2:20][O:21][C:22]1[CH:31]=[C:30]2[C:25]([C:26]([NH:32][C:33]3[CH:37]=[C:36]([CH2:38][C:39]([NH:12][C:11]4[CH:13]=[CH:14][CH:15]=[C:9]([F:8])[CH:10]=4)=[O:40])[NH:35][N:34]=3)=[N:27][CH:28]=[N:29]2)=[CH:24][CH:23]=1, predict the reactants needed to synthesize it. The reactants are: CN1CCOCC1.[F:8][C:9]1[CH:10]=[C:11]([CH:13]=[CH:14][CH:15]=1)[NH2:12].Cl.[Cl:17][CH2:18][CH2:19][CH2:20][O:21][C:22]1[CH:31]=[C:30]2[C:25]([C:26]([NH:32][C:33]3[CH:37]=[C:36]([CH2:38][C:39](O)=[O:40])[NH:35][N:34]=3)=[N:27][CH:28]=[N:29]2)=[CH:24][CH:23]=1.Cl.C(N=C=NCCCN(C)C)C. (5) The reactants are: [F:1][C:2]1[CH:3]=[C:4]2[C:9](=[CH:10][CH:11]=1)[N:8]=[C:7]([C:12]1[CH:17]=[C:16]([O:18][CH3:19])[C:15]([O:20][CH3:21])=[C:14]([O:22][CH3:23])[CH:13]=1)[N:6]=[C:5]2O.[Cl:25]CCl.C(Cl)(C(Cl)=O)=O. Given the product [Cl:25][C:5]1[C:4]2[C:9](=[CH:10][CH:11]=[C:2]([F:1])[CH:3]=2)[N:8]=[C:7]([C:12]2[CH:17]=[C:16]([O:18][CH3:19])[C:15]([O:20][CH3:21])=[C:14]([O:22][CH3:23])[CH:13]=2)[N:6]=1, predict the reactants needed to synthesize it.